Dataset: NCI-60 drug combinations with 297,098 pairs across 59 cell lines. Task: Regression. Given two drug SMILES strings and cell line genomic features, predict the synergy score measuring deviation from expected non-interaction effect. (1) Drug 1: C1=CC(=CC=C1C#N)C(C2=CC=C(C=C2)C#N)N3C=NC=N3. Drug 2: CC1C(C(CC(O1)OC2CC(CC3=C2C(=C4C(=C3O)C(=O)C5=CC=CC=C5C4=O)O)(C(=O)C)O)N)O. Cell line: HT29. Synergy scores: CSS=37.7, Synergy_ZIP=3.05, Synergy_Bliss=3.60, Synergy_Loewe=-13.0, Synergy_HSA=3.93. (2) Drug 1: CCN(CC)CCCC(C)NC1=C2C=C(C=CC2=NC3=C1C=CC(=C3)Cl)OC. Drug 2: CC1CCCC2(C(O2)CC(NC(=O)CC(C(C(=O)C(C1O)C)(C)C)O)C(=CC3=CSC(=N3)C)C)C. Cell line: EKVX. Synergy scores: CSS=30.3, Synergy_ZIP=-3.06, Synergy_Bliss=2.28, Synergy_Loewe=4.81, Synergy_HSA=6.18. (3) Drug 1: C(=O)(N)NO. Drug 2: COCCOC1=C(C=C2C(=C1)C(=NC=N2)NC3=CC=CC(=C3)C#C)OCCOC.Cl. Cell line: SF-295. Synergy scores: CSS=-3.25, Synergy_ZIP=-0.781, Synergy_Bliss=-3.31, Synergy_Loewe=-5.32, Synergy_HSA=-3.46. (4) Drug 1: CC1C(C(CC(O1)OC2CC(OC(C2O)C)OC3=CC4=CC5=C(C(=O)C(C(C5)C(C(=O)C(C(C)O)O)OC)OC6CC(C(C(O6)C)O)OC7CC(C(C(O7)C)O)OC8CC(C(C(O8)C)O)(C)O)C(=C4C(=C3C)O)O)O)O. Drug 2: CCCCC(=O)OCC(=O)C1(CC(C2=C(C1)C(=C3C(=C2O)C(=O)C4=C(C3=O)C=CC=C4OC)O)OC5CC(C(C(O5)C)O)NC(=O)C(F)(F)F)O. Cell line: SN12C. Synergy scores: CSS=24.4, Synergy_ZIP=1.19, Synergy_Bliss=2.07, Synergy_Loewe=-18.8, Synergy_HSA=1.90.